From a dataset of Reaction yield outcomes from USPTO patents with 853,638 reactions. Predict the reaction yield, written as a fraction of the theoretical maximum amount of product (1.0 means a 100% yield; for example, 0.34 means a 34% yield). (1) The reactants are [CH2:1]([N:5]=[C:6]=[O:7])[CH2:2][CH2:3][CH3:4].[CH2:8]([O:15][C:16]1[CH:21]=[C:20]([O:22][CH2:23][C:24]2[CH:29]=[CH:28][CH:27]=[CH:26][CH:25]=2)[CH:19]=[CH:18][C:17]=1[CH:30]1[CH2:35][CH2:34][NH:33][CH2:32][CH2:31]1)[C:9]1[CH:14]=[CH:13][CH:12]=[CH:11][CH:10]=1. The catalyst is O1CCCC1.C(N(CC)C(C)C)(C)C. The product is [CH2:1]([NH:5][C:6]([N:33]1[CH2:32][CH2:31][CH:30]([C:17]2[CH:18]=[CH:19][C:20]([O:22][CH2:23][C:24]3[CH:29]=[CH:28][CH:27]=[CH:26][CH:25]=3)=[CH:21][C:16]=2[O:15][CH2:8][C:9]2[CH:14]=[CH:13][CH:12]=[CH:11][CH:10]=2)[CH2:35][CH2:34]1)=[O:7])[CH2:2][CH2:3][CH3:4]. The yield is 0.780. (2) The reactants are [CH2:1]([O:8][C:9]1[CH:10]=[C:11]([NH:16][C:17]2[CH:18]=[N:19][CH:20]=[CH:21][CH:22]=2)[CH:12]=[C:13](Br)[CH:14]=1)[C:2]1[CH:7]=[CH:6][CH:5]=[CH:4][CH:3]=1.[B:23]1([B:23]2[O:27][C:26]([CH3:29])([CH3:28])[C:25]([CH3:31])([CH3:30])[O:24]2)[O:27][C:26]([CH3:29])([CH3:28])[C:25]([CH3:31])([CH3:30])[O:24]1.C([O-])(=O)C.[K+]. The catalyst is CS(C)=O. The product is [CH2:1]([O:8][C:9]1[CH:10]=[C:11]([NH:16][C:17]2[CH:18]=[N:19][CH:20]=[CH:21][CH:22]=2)[CH:12]=[C:13]([B:23]2[O:27][C:26]([CH3:29])([CH3:28])[C:25]([CH3:31])([CH3:30])[O:24]2)[CH:14]=1)[C:2]1[CH:7]=[CH:6][CH:5]=[CH:4][CH:3]=1. The yield is 0.730. (3) The reactants are [Cl:1][C:2]1[CH:3]=[C:4]([NH:9][C:10]([N:12]2[CH2:17][CH2:16][NH:15][CH2:14][CH2:13]2)=[O:11])[CH:5]=[CH:6][C:7]=1[Cl:8].CCN(C(C)C)C(C)C.[C:27]([CH:30]1[CH2:34][CH2:33][N:32]([C:35]([O:37][C:38]([CH3:41])([CH3:40])[CH3:39])=[O:36])[C@@H:31]1C(O)=O)(O)=[O:28].CN(C(ON1N=NC2C=CC=NC1=2)=[N+](C)C)C.F[P-](F)(F)(F)(F)F. The catalyst is CN(C=O)C. The product is [Cl:1][C:2]1[CH:3]=[C:4]([NH:9][C:10]([N:12]2[CH2:17][CH2:16][N:15]([C:27]([CH:30]3[CH2:34][CH2:33][N:32]([C:35]([O:37][C:38]([CH3:41])([CH3:40])[CH3:39])=[O:36])[CH2:31]3)=[O:28])[CH2:14][CH2:13]2)=[O:11])[CH:5]=[CH:6][C:7]=1[Cl:8]. The yield is 0.990. (4) The reactants are [CH2:1]1[C:10]2[C:5](=[CH:6][CH:7]=[CH:8][CH:9]=2)[CH2:4][CH2:3][NH:2]1.C[O:12][C:13]1C=CC=C[C:14]=1N1CCN(CCO)CC1. No catalyst specified. The product is [CH2:1]1[C:10]2[C:5](=[CH:6][CH:7]=[CH:8][CH:9]=2)[CH2:4][CH2:3][N:2]1[CH2:14][CH2:13][OH:12]. The yield is 0.600. (5) The reactants are Br[C:2]1[CH:3]=[N:4][C:5]([O:8][CH3:9])=[CH:6][CH:7]=1.C([Li])CCC.CCCCCC.[CH3:21][C:22]1[CH:23]=[C:24]([O:27][C:28]=1[CH3:29])[CH:25]=[O:26].O. The catalyst is O1CCCC1. The product is [CH3:21][C:22]1[CH:23]=[C:24]([CH:25]([C:2]2[CH:3]=[N:4][C:5]([O:8][CH3:9])=[CH:6][CH:7]=2)[OH:26])[O:27][C:28]=1[CH3:29]. The yield is 0.600.